From a dataset of Peptide-MHC class I binding affinity with 185,985 pairs from IEDB/IMGT. Regression. Given a peptide amino acid sequence and an MHC pseudo amino acid sequence, predict their binding affinity value. This is MHC class I binding data. (1) The peptide sequence is RRIYDLIEL. The MHC is HLA-A68:02 with pseudo-sequence HLA-A68:02. The binding affinity (normalized) is 0. (2) The peptide sequence is RPVFPCWWL. The MHC is Patr-B1301 with pseudo-sequence Patr-B1301. The binding affinity (normalized) is 0.929. (3) The peptide sequence is KTMNNYMIK. The MHC is HLA-A33:01 with pseudo-sequence HLA-A33:01. The binding affinity (normalized) is 0.149. (4) The peptide sequence is NSKYSYELY. The MHC is HLA-A68:01 with pseudo-sequence HLA-A68:01. The binding affinity (normalized) is 0.785. (5) The binding affinity (normalized) is 0.347. The MHC is HLA-A68:01 with pseudo-sequence HLA-A68:01. The peptide sequence is IVQMLSDTLK. (6) The peptide sequence is LLIWAYLSKK. The MHC is HLA-A11:01 with pseudo-sequence HLA-A11:01. The binding affinity (normalized) is 0.554. (7) The peptide sequence is RECYVQRFYL. The MHC is HLA-B44:02 with pseudo-sequence HLA-B44:02. The binding affinity (normalized) is 0.316. (8) The peptide sequence is KAACWWAGI. The MHC is HLA-A02:03 with pseudo-sequence HLA-A02:03. The binding affinity (normalized) is 0.591.